Dataset: Drug-target binding data from BindingDB using IC50 measurements. Task: Regression. Given a target protein amino acid sequence and a drug SMILES string, predict the binding affinity score between them. We predict pIC50 (pIC50 = -log10(IC50 in M); higher means more potent). Dataset: bindingdb_ic50. (1) The drug is CO[C@H]1CC[C@@]2(Cc3ccc(C#N)cc3[C@]23N=C(N)N(CC2COCCO2)C3=O)C[C@@H]1C. The target protein sequence is MAQALPWLLLWMGAGVLPAHGTQHGIRLPLRSGLGGAPLGLRLPRETDEEPEEPGRRGSFVEMVDNLRGKSGQGYYVEMTVGSPPQTLNILVDTGSSNFAVGAAPHPFLHRYYQRQLSSTYRDLRKGVYVPYTQGKWEGELGTDLVSIPHGPNVTVRANIAAITESDKFFINGSNWEGILGLAYAEIARPDDSLEPFFDSLVKQTHVPNLFSLQLCGAGFPLNQSEVLASVGGSMIIGGIDHSLYTGSLWYTPIRREWYYEVIIVRVEINGQDLKMDCKEYNYDKSIVDSGTTNLRLPKKVFEAAVKSIKAASSTEKFPDGFWLGEQLVCWQAGTTPWNIFPVISLYLMGEVTNQSFRITILPQQYLRPVEDVATSQDDCYKFAISQSSTGTVMGAVIMEGFYVVFDRARKRIGFAVSACHVHDEFRTAAVEGPFVTLDMEDCGYNIPQTDEST. The pIC50 is 8.2. (2) The compound is Cc1ccc(NC(=O)c2cc(I)ccc2O)cc1. The target protein sequence is SIATGMVGALLLLLVVALGIGLFMRRRHIVRKRTLRRLLQERELVEPLTPSGEAPNQALLRILKETEFKKIKVLGSGAFGTVYKGLWIPEGEKVKIPVAIKELREATSPKANKEILDEAYVMASVDNPHVCRLLGICLTSTVQLITQLMPFGCLLDYVREHKDNIGSQYLLNWCVQIAKGMNYLEDRRLVHRDLAARNVLVKTPQHVKITDFGLAKLLGAEEKEYHAEGGKVPIKWMALESILHRIYTHQSDVWSYGVTVWELMTFGSKPYDGIPASEISSILEKGERLPQPPICTIDVYMIMVKCWMIDADSRPKFRELIIEFSKMARDPQRYLVIQGDERMHLPSPTDSNFYRALMDEEDMDDVVDADEYLIPQQGFFSSPSTSRTPLLSSLSATSNNSTVACIDRNGLQSCPIKEDSFLQRYSSDPTGALTEDSIDDTFLPVPEYINQSVPKRPAGSVQNPVYHNQPLNPAPSRDPHYQDPHSTAVGNPEYLNTVQP.... The pIC50 is 5.6. (3) The drug is C[C@H](CO)NC(=O)C1CC(=O)c2c([nH]c(-c3ccncc3)c2Nc2ccccc2)C1. The target protein (O43683) has sequence MDTPENVLQMLEAHMQSYKGNDPLGEWERYIQWVEENFPENKEYLITLLEHLMKEFLDKKKYHNDPRFISYCLKFAEYNSDLHQFFEFLYNHGIGTLSSPLYIAWAGHLEAQGELQHASAVLQRGIQNQAEPREFLQQQYRLFQTRLTETHLPAQARTSEPLHNVQVLNQMITSKSNPGNNMACISKNQGSELSGVISSACDKESNMERRVITISKSEYSVHSSLASKVDVEQVVMYCKEKLIRGESEFSFEELRAQKYNQRRKHEQWVNEDRHYMKRKEANAFEEQLLKQKMDELHKKLHQVVETSHEDLPASQERSEVNPARMGPSVGSQQELRAPCLPVTYQQTPVNMEKNPREAPPVVPPLANAISAALVSPATSQSIAPPVPLKAQTVTDSMFAVASKDAGCVNKSTHEFKPQSGAEIKEGCETHKVANTSSFHTTPNTSLGMVQATPSKVQPSPTVHTKEALGFIMNMFQAPTLPDISDDKDEWQSLDQNEDAF.... The pIC50 is 7.7. (4) The small molecule is CCOC(=O)C1=C(Nc2ccc(OC)cc2)C[C@@H](c2ccccc2)N(c2ccc(OC)cc2)[C@@H]1c1ccccc1. The target protein (P22303) has sequence MRPPQCLLHTPSLASPLLLLLLWLLGGGVGAEGREDAELLVTVRGGRLRGIRLKTPGGPVSAFLGIPFAEPPMGPRRFLPPEPKQPWSGVVDATTFQSVCYQYVDTLYPGFEGTEMWNPNRELSEDCLYLNVWTPYPRPTSPTPVLVWIYGGGFYSGASSLDVYDGRFLVQAERTVLVSMNYRVGAFGFLALPGSREAPGNVGLLDQRLALQWVQENVAAFGGDPTSVTLFGESAGAASVGMHLLSPPSRGLFHRAVLQSGAPNGPWATVGMGEARRRATQLAHLVGCPPGGTGGNDTELVACLRTRPAQVLVNHEWHVLPQESVFRFSFVPVVDGDFLSDTPEALINAGDFHGLQVLVGVVKDEGSYFLVYGAPGFSKDNESLISRAEFLAGVRVGVPQVSDLAAEAVVLHYTDWLHPEDPARLREALSDVVGDHNVVCPVAQLAGRLAAQGARVYAYVFEHRASTLSWPLWMGVPHGYEIEFIFGIPLDPSRNYTAEE.... The pIC50 is 5.7. (5) The pIC50 is 5.7. The target is XTSFAESXKPVQQPSAFGS. The compound is O=C1C=CC(=O)N1CCc1ccccc1. (6) The compound is CNC(C)C(=O)Nc1cc(-c2c(C)ccc3ncccc23)cc(NC(=O)c2ccncn2)n1. The target protein sequence is SDAVSSDRNFPNSTNLPRNPSMADYEARIFTFGTWIYSVNKEQLARAGFYALGEGDKVKCFHCGGGLTDWKPSEDPWEQHAKWYPGCKYLLEQKGQEYINNIHLTHSLEECLVRTT. The pIC50 is 5.7. (7) The small molecule is CCC(=O)CCCCC[C@@H]1NC(=O)[C@H]2CCCCN2C(=O)[C@H]([C@@H](C)CC)NC(=O)[C@@H](C(=O)Cc2ccccc2)NC1=O. The target protein sequence is MAKRVSYFYDGDIGSYYYGPGHPMKPQRIRMAHNLILSYDLYKHMEIYKPHKSPQSELVYFHEEDYINFLSSINPDNSKDFGLQLKRFNLGETTDCPVFDGLFEFQQICAGGSIDGAYKLNNEQSDICINWSGGLHHAKRSEASGFCYINDIVLGILELLKYHARVMYIDIDVHHGDGVEEAFYLSHRVLTVSFHKFGEFFPGTGDITDIGVAQGKYYSVNVPLNDGIDDDSFLSLFKPIISKCIEVYRPGAIVLQCGADSVRGDRLGRFNLSIKGHAECVEFCKKFNIPLLILGGGGYTIRNVARTWAYETATILDRTDLISDNIPLNDYYDYFAPDFKLHIPPLNLPNMNSPEHLEKIKAKVIDNLRYLEHAPGVEFAYVPSDFFDREASNLQKQEDEEREEELSSWQGGGRAAGSTESQGNHNEKPKSSRKLQKEHASEFY. The pIC50 is 7.7. (8) The compound is COc1ccc(CCc2nc3cc(-c4c(C)noc4C)ccc3n2C[C@H](C)N2CCOCC2)cc1Cl. The target protein (P04637) has sequence MEEPQSDPSVEPPLSQETFSDLWKLLPENNVLSPLPSQAMDDLMLSPDDIEQWFTEDPGPDEAPRMPEAAPPVAPAPAAPTPAAPAPAPSWPLSSSVPSQKTYQGSYGFRLGFLHSGTAKSVTCTYSPALNKMFCQLAKTCPVQLWVDSTPPPGTRVRAMAIYKQSQHMTEVVRRCPHHERCSDSDGLAPPQHLIRVEGNLRVEYLDDRNTFRHSVVVPYEPPEVGSDCTTIHYNYMCNSSCMGGMNRRPILTIITLEDSSGNLLGRNSFEVRVCACPGRDRRTEEENLRKKGEPHHELPPGSTKRALPNNTSSSPQPKKKPLDGEYFTLQIRGRERFEMFRELNEALELKDAQAGKEPGGSRAHSSHLKSKKGQSTSRHKKLMFKTEGPDSD. The pIC50 is 5.8.